This data is from Catalyst prediction with 721,799 reactions and 888 catalyst types from USPTO. The task is: Predict which catalyst facilitates the given reaction. (1) Reactant: Cl[CH2:2][C:3]1[S:4][CH:5]=[C:6]([C:8]2[CH:13]=[CH:12][CH:11]=[C:10]([C:14]([F:17])([F:16])[F:15])[CH:9]=2)[N:7]=1.[NH:18]([C:20]([O:22][C:23]([CH3:26])([CH3:25])[CH3:24])=[O:21])[NH2:19].C(N(CC)CC)C. Product: [F:15][C:14]([F:17])([F:16])[C:10]1[CH:9]=[C:8]([C:6]2[N:7]=[C:3]([CH2:2][NH:19][NH:18][C:20]([O:22][C:23]([CH3:26])([CH3:25])[CH3:24])=[O:21])[S:4][CH:5]=2)[CH:13]=[CH:12][CH:11]=1. The catalyst class is: 288. (2) The catalyst class is: 11. Reactant: [CH3:1][CH2:2][O:3][C:4]([CH2:6][C:7]([O:9][CH2:10][CH3:11])=[O:8])=[O:5].C(O)C.[O-]CC.[Na+].Cl[CH2:20]/[CH:21]=[CH:22]/[CH2:23]Cl.[OH-].[Na+]. Product: [CH2:10]([O:9][C:7]([C:6]1([C:4]([O:3][CH2:2][CH3:1])=[O:5])[CH2:23][CH:22]1[CH:21]=[CH2:20])=[O:8])[CH3:11]. (3) Reactant: [F:1][CH:2]([F:35])[O:3][C:4]1[C:12]2[C:11](=[O:13])[N:10]([C:14]3[CH:19]=[CH:18][C:17]([CH2:20][C:21]([O:23]CC)=[O:22])=[CH:16][CH:15]=3)[C:9](=[O:26])[C:8]=2[C:7]([O:27][CH:28]([CH3:30])[CH3:29])=[C:6]2[CH:31]=[CH:32][CH:33]=[CH:34][C:5]=12.C(O)(=O)C.Cl. Product: [F:35][CH:2]([F:1])[O:3][C:4]1[C:12]2[C:11](=[O:13])[N:10]([C:14]3[CH:19]=[CH:18][C:17]([CH2:20][C:21]([OH:23])=[O:22])=[CH:16][CH:15]=3)[C:9](=[O:26])[C:8]=2[C:7]([O:27][CH:28]([CH3:30])[CH3:29])=[C:6]2[CH:31]=[CH:32][CH:33]=[CH:34][C:5]=12. The catalyst class is: 6. (4) Reactant: [N:1]1[C:10]2[C:5](=[CH:6][C:7]([OH:11])=[CH:8][CH:9]=2)[CH:4]=[CH:3][CH:2]=1.[CH2:12]([N:18]=[C:19]=[O:20])[CH2:13][CH2:14][CH2:15][CH2:16][CH3:17].C(N(CC)CC)C. Product: [N:1]1[C:10]2[C:5](=[CH:6][C:7]([O:11][C:19](=[O:20])[NH:18][CH2:12][CH2:13][CH2:14][CH2:15][CH2:16][CH3:17])=[CH:8][CH:9]=2)[CH:4]=[CH:3][CH:2]=1. The catalyst class is: 35.